From a dataset of Reaction yield outcomes from USPTO patents with 853,638 reactions. Predict the reaction yield, written as a fraction of the theoretical maximum amount of product (1.0 means a 100% yield; for example, 0.34 means a 34% yield). (1) The reactants are [Cl:1][C:2]1[CH:3]=[C:4]([NH:10][C:11]2[N:16]=[CH:15][C:14]([N:17]3[CH2:22][CH2:21][N:20](C(OC(C)(C)C)=O)[CH2:19][C@@H:18]3[CH3:30])=[CH:13][CH:12]=2)[C:5](=[O:9])[N:6]([CH3:8])[N:7]=1. The catalyst is Cl.C(O)C. The product is [Cl:1][C:2]1[CH:3]=[C:4]([NH:10][C:11]2[CH:12]=[CH:13][C:14]([N:17]3[CH2:22][CH2:21][NH:20][CH2:19][C@@H:18]3[CH3:30])=[CH:15][N:16]=2)[C:5](=[O:9])[N:6]([CH3:8])[N:7]=1. The yield is 0.980. (2) The reactants are [NH2:1][C:2]1([CH2:6][NH:7][C:8]2[C:17]3[C:12](=[CH:13][CH:14]=[CH:15][CH:16]=3)[N:11]=[C:10](Cl)[N:9]=2)[CH2:5][O:4][CH2:3]1.[S:19]1[C:25]2[CH:26]=[CH:27][CH:28]=[CH:29][C:24]=2[CH2:23][NH:22][CH2:21][CH2:20]1.C(N(CC)CC)C.O. The catalyst is CN(C)C=O. The product is [NH2:1][C:2]1([CH2:6][NH:7][C:8]2[C:17]3[C:12](=[CH:13][CH:14]=[CH:15][CH:16]=3)[N:11]=[C:10]([N:22]3[CH2:23][C:24]4[CH:29]=[CH:28][CH:27]=[CH:26][C:25]=4[S:19][CH2:20][CH2:21]3)[N:9]=2)[CH2:5][O:4][CH2:3]1. The yield is 0.140. (3) The reactants are [C:1]1([C:6]2[CH:7]=[C:8]3[C:12](=[CH:13][CH:14]=2)[CH2:11][C:10]([CH2:15][O:16][C:17]2[C:18]([F:27])=[C:19]([C:23]([F:26])=[CH:24][CH:25]=2)[C:20]([NH2:22])=[O:21])=[CH:9]3)[CH2:5][CH2:4][CH2:3][CH:2]=1. The catalyst is CO.[Pd]. The product is [CH:1]1([C:6]2[CH:7]=[C:8]3[C:12](=[CH:13][CH:14]=2)[CH2:11][C:10]([CH2:15][O:16][C:17]2[C:18]([F:27])=[C:19]([C:23]([F:26])=[CH:24][CH:25]=2)[C:20]([NH2:22])=[O:21])=[CH:9]3)[CH2:5][CH2:4][CH2:3][CH2:2]1. The yield is 0.100. (4) The reactants are C[O:2][C:3]([C:5]1[C:6]2[CH:21]=[N:20][N:19]([CH2:22][C:23]3[CH:28]=[CH:27][C:26]([O:29][CH3:30])=[CH:25][CH:24]=3)[C:7]=2[N:8]=[C:9](OS(C(F)(F)F)(=O)=O)[CH:10]=1)=[O:4].[OH:31][C:32]1[CH:37]=[CH:36][C:35](B(O)O)=[CH:34][CH:33]=1.C(=O)([O-])[O-].[Cs+].[Cs+].[OH-].[K+]. The catalyst is C1COCC1.O.C1C=CC(P(C2C=CC=CC=2)[C-]2C=CC=C2)=CC=1.C1C=CC(P(C2C=CC=CC=2)[C-]2C=CC=C2)=CC=1.Cl[Pd]Cl.[Fe+2]. The product is [OH:31][C:32]1[CH:37]=[CH:36][C:35]([C:9]2[CH:10]=[C:5]([C:3]([OH:2])=[O:4])[C:6]3[CH:21]=[N:20][N:19]([CH2:22][C:23]4[CH:28]=[CH:27][C:26]([O:29][CH3:30])=[CH:25][CH:24]=4)[C:7]=3[N:8]=2)=[CH:34][CH:33]=1. The yield is 0.810. (5) The catalyst is C(Cl)Cl. The reactants are Br[CH2:2][C:3]1[C:10]([N+:11]([O-:13])=[O:12])=[CH:9][CH:8]=[CH:7][C:4]=1[C:5]#[N:6].[NH:14]1[CH2:19][CH2:18][O:17][CH2:16][CH2:15]1.C(N(CC)CC)C. The yield is 0.900. The product is [O:17]1[CH2:18][CH2:19][N:14]([CH2:2][C:3]2[C:10]([N+:11]([O-:13])=[O:12])=[CH:9][CH:8]=[CH:7][C:4]=2[C:5]#[N:6])[CH2:15][CH2:16]1. (6) The reactants are FC(F)(F)C(O)=O.[S:8]1[C:12]2[CH:13]=[CH:14][CH:15]=[CH:16][C:11]=2[CH:10]=[CH:9]1.C([SiH](CC)CC)C. No catalyst specified. The product is [S:8]1[CH2:9][CH2:10][C:11]2[CH:16]=[CH:15][CH:14]=[CH:13][C:12]1=2. The yield is 0.410. (7) The reactants are [CH3:1][O:2][C:3]1[N:8]=[N:7][C:6]([NH2:9])=[CH:5][CH:4]=1.[H-].[Na+].[N+](C1C=CC([O:21][C:22]([N:24]2[CH2:27][CH:26]([O:28][C:29]3[CH:34]=[CH:33][C:32]([C:35]4[CH:40]=[CH:39][CH:38]=[CH:37][C:36]=4[F:41])=[CH:31][N:30]=3)[CH2:25]2)=O)=CC=1)([O-])=O. The catalyst is CN(C=O)C. The product is [CH3:1][O:2][C:3]1[N:8]=[N:7][C:6]([NH:9][C:22]([N:24]2[CH2:25][CH:26]([O:28][C:29]3[CH:34]=[CH:33][C:32]([C:35]4[CH:40]=[CH:39][CH:38]=[CH:37][C:36]=4[F:41])=[CH:31][N:30]=3)[CH2:27]2)=[O:21])=[CH:5][CH:4]=1. The yield is 0.370. (8) The reactants are [CH3:1][C:2]([CH3:39])([CH3:38])[CH2:3][CH2:4][N:5]1[CH2:29][C@:28]2([C:30](=[O:36])[CH2:31][O:32]C(=O)C)[C@@H:7]([CH2:8][C@H:9]3[C@H:22]4[C@@:13]([F:26])([C@:14]5([CH3:25])[C:19]([C@@H:20]([F:23])[CH2:21]4)=[CH:18][C:17](=[O:24])[CH:16]=[CH:15]5)[C@@H:12]([OH:27])[CH2:11][C@@:10]32[CH3:37])[CH2:6]1.C1(CN2C[C@]3(C(=O)CO)[C@@H](C[C@H]4[C@H]5[C@@](F)([C@]6(C)C([C@@H](F)C5)=CC(=O)C=C6)[C@@H](O)C[C@@]43C)C2)CC1. No catalyst specified. The product is [CH3:1][C:2]([CH3:39])([CH3:38])[CH2:3][CH2:4][N:5]1[CH2:29][C@:28]2([C:30](=[O:36])[CH2:31][OH:32])[C@@H:7]([CH2:8][C@H:9]3[C@H:22]4[C@@:13]([F:26])([C@:14]5([CH3:25])[C:19]([C@@H:20]([F:23])[CH2:21]4)=[CH:18][C:17](=[O:24])[CH:16]=[CH:15]5)[C@@H:12]([OH:27])[CH2:11][C@@:10]32[CH3:37])[CH2:6]1. The yield is 0.690.